From a dataset of NCI-60 drug combinations with 297,098 pairs across 59 cell lines. Regression. Given two drug SMILES strings and cell line genomic features, predict the synergy score measuring deviation from expected non-interaction effect. (1) Drug 1: CS(=O)(=O)C1=CC(=C(C=C1)C(=O)NC2=CC(=C(C=C2)Cl)C3=CC=CC=N3)Cl. Drug 2: CC1=CC2C(CCC3(C2CCC3(C(=O)C)OC(=O)C)C)C4(C1=CC(=O)CC4)C. Cell line: ACHN. Synergy scores: CSS=-7.88, Synergy_ZIP=0.559, Synergy_Bliss=-5.69, Synergy_Loewe=-7.28, Synergy_HSA=-7.51. (2) Drug 1: C1=CN(C(=O)N=C1N)C2C(C(C(O2)CO)O)O.Cl. Drug 2: CC1=C(C=C(C=C1)NC(=O)C2=CC=C(C=C2)CN3CCN(CC3)C)NC4=NC=CC(=N4)C5=CN=CC=C5. Cell line: UO-31. Synergy scores: CSS=18.5, Synergy_ZIP=-4.57, Synergy_Bliss=-3.33, Synergy_Loewe=-18.5, Synergy_HSA=-2.59. (3) Drug 1: CN1CCC(CC1)COC2=C(C=C3C(=C2)N=CN=C3NC4=C(C=C(C=C4)Br)F)OC. Drug 2: C1C(C(OC1N2C=NC3=C(N=C(N=C32)Cl)N)CO)O. Cell line: U251. Synergy scores: CSS=2.53, Synergy_ZIP=-1.45, Synergy_Bliss=-2.79, Synergy_Loewe=-3.04, Synergy_HSA=-2.76. (4) Drug 1: COC1=C(C=C2C(=C1)N=CN=C2NC3=CC(=C(C=C3)F)Cl)OCCCN4CCOCC4. Drug 2: CC1=C2C(C(=O)C3(C(CC4C(C3C(C(C2(C)C)(CC1OC(=O)C(C(C5=CC=CC=C5)NC(=O)C6=CC=CC=C6)O)O)OC(=O)C7=CC=CC=C7)(CO4)OC(=O)C)O)C)OC(=O)C. Cell line: COLO 205. Synergy scores: CSS=46.6, Synergy_ZIP=6.43, Synergy_Bliss=8.26, Synergy_Loewe=-10.8, Synergy_HSA=7.40. (5) Drug 2: C1=NC2=C(N1)C(=S)N=C(N2)N. Drug 1: C1=CC(=C2C(=C1NCCNCCO)C(=O)C3=C(C=CC(=C3C2=O)O)O)NCCNCCO. Cell line: OVCAR3. Synergy scores: CSS=61.6, Synergy_ZIP=-7.21, Synergy_Bliss=-4.11, Synergy_Loewe=-2.14, Synergy_HSA=-0.230. (6) Drug 1: C1CCC(C1)C(CC#N)N2C=C(C=N2)C3=C4C=CNC4=NC=N3. Drug 2: C1=CC(=CC=C1C#N)C(C2=CC=C(C=C2)C#N)N3C=NC=N3. Cell line: T-47D. Synergy scores: CSS=-6.82, Synergy_ZIP=4.82, Synergy_Bliss=3.55, Synergy_Loewe=-1.97, Synergy_HSA=-1.71. (7) Drug 1: CC1=C2C(C(=O)C3(C(CC4C(C3C(C(C2(C)C)(CC1OC(=O)C(C(C5=CC=CC=C5)NC(=O)OC(C)(C)C)O)O)OC(=O)C6=CC=CC=C6)(CO4)OC(=O)C)O)C)O. Drug 2: C1CC(=O)NC(=O)C1N2C(=O)C3=CC=CC=C3C2=O. Cell line: LOX IMVI. Synergy scores: CSS=38.6, Synergy_ZIP=-4.40, Synergy_Bliss=-5.75, Synergy_Loewe=-77.7, Synergy_HSA=-3.88.